This data is from Reaction yield outcomes from USPTO patents with 853,638 reactions. The task is: Predict the reaction yield, written as a fraction of the theoretical maximum amount of product (1.0 means a 100% yield; for example, 0.34 means a 34% yield). (1) The reactants are C[Al](C)C.[CH2:5]([N:8]1[CH2:14][CH2:13][CH2:12][N:11]([C:15]2[N:20]=[CH:19][C:18]([C:21]([O:23]C)=O)=[CH:17][N:16]=2)[CH2:10][CH2:9]1)[CH:6]=[CH2:7].[CH3:25][O:26][C:27]1[CH:28]=[C:29]([CH2:35][CH2:36][C:37]2[CH:38]=[C:39]([NH2:42])[NH:40][N:41]=2)[CH:30]=[C:31]([O:33][CH3:34])[CH:32]=1. The catalyst is C1(C)C=CC=CC=1. The product is [CH3:34][O:33][C:31]1[CH:30]=[C:29]([CH2:35][CH2:36][C:37]2[CH:38]=[C:39]([NH:42][C:21]([C:18]3[CH:19]=[N:20][C:15]([N:11]4[CH2:12][CH2:13][CH2:14][N:8]([CH2:5][CH:6]=[CH2:7])[CH2:9][CH2:10]4)=[N:16][CH:17]=3)=[O:23])[NH:40][N:41]=2)[CH:28]=[C:27]([O:26][CH3:25])[CH:32]=1. The yield is 0.410. (2) The reactants are [CH3:1][S:2]([C:5]1[CH:13]=[CH:12][C:8]([CH2:9]CN)=[CH:7][CH:6]=1)(=[O:4])=[O:3].[CH3:14][NH:15]CC1C=CC2C(=CC=CC=2)C=1CCC.Cl.[O:31]=[C:32]1[NH:41][C:40]2[N:39]=[CH:38][C:37](/[CH:42]=[CH:43]/[C:44]([OH:46])=O)=[CH:36][C:35]=2[CH2:34][CH2:33]1.Cl.CN1CC2C=C(/C=C/C(O)=O)C=NC=2NC(=O)C1. No catalyst specified. The product is [CH3:1][S:2]([C:5]1[CH:6]=[CH:7][C:8]([CH2:9][N:15]([CH3:14])[C:44](=[O:46])/[CH:43]=[CH:42]/[C:37]2[CH:38]=[N:39][C:40]3[NH:41][C:32](=[O:31])[CH2:33][CH2:34][C:35]=3[CH:36]=2)=[CH:12][CH:13]=1)(=[O:3])=[O:4]. The yield is 0.710.